From a dataset of Catalyst prediction with 721,799 reactions and 888 catalyst types from USPTO. Predict which catalyst facilitates the given reaction. (1) Reactant: [O:1]1[C:5]2[CH:6]=[CH:7][CH:8]=[CH:9][C:4]=2[N:3]=[C:2]1[C:10]1[CH:11]=[CH:12][C:13]([NH:17][CH:18]2[CH2:23][CH2:22][O:21][CH2:20][CH2:19]2)=[C:14]([CH:16]=1)[NH2:15].[CH:24](=O)[C:25]1[O:29][CH:28]=[CH:27][CH:26]=1.OOS([O-])=O.[K+].C(=O)([O-])[O-].[K+].[K+]. Product: [O:1]1[C:5]2[CH:6]=[CH:7][CH:8]=[CH:9][C:4]=2[N:3]=[C:2]1[C:10]1[CH:11]=[CH:12][C:13]2[N:17]([CH:18]3[CH2:23][CH2:22][O:21][CH2:20][CH2:19]3)[C:24]([C:25]3[O:29][CH:28]=[CH:27][CH:26]=3)=[N:15][C:14]=2[CH:16]=1. The catalyst class is: 9. (2) Reactant: [Br:1][C:2]1[CH:3]=[CH:4][C:5]([C:8]2([OH:18])[CH2:17][CH2:16][C:11]3(OCC[O:12]3)[CH2:10][CH2:9]2)=[N:6][CH:7]=1.Cl. Product: [Br:1][C:2]1[CH:3]=[CH:4][C:5]([C:8]2([OH:18])[CH2:9][CH2:10][C:11](=[O:12])[CH2:16][CH2:17]2)=[N:6][CH:7]=1. The catalyst class is: 6. (3) Reactant: [Br:1][C:2]1[CH:21]=[CH:20][C:19]([F:22])=[CH:18][C:3]=1[O:4][CH:5]1[CH2:10][CH2:9][N:8]([C:11]2[S:15][C:14]([C:16]#[N:17])=[N:13][N:12]=2)[CH2:7][CH2:6]1.[Li+].C[Si]([N-][Si](C)(C)C)(C)C.Cl.[NH+:34]1[CH:39]=[CH:38][CH:37]=CC=1.[Na].[CH3:41][O:42][CH:43]([O:51]C)C(C(OC)=O)=CO.Cl. Product: [Br:1][C:2]1[CH:21]=[CH:20][C:19]([F:22])=[CH:18][C:3]=1[O:4][CH:5]1[CH2:6][CH2:7][N:8]([C:11]2[S:15][C:14]([C:16]3[N:34]=[CH:39][C:38]([C:43]([O:42][CH3:41])=[O:51])=[CH:37][N:17]=3)=[N:13][N:12]=2)[CH2:9][CH2:10]1. The catalyst class is: 3. (4) Reactant: BrC1[CH:3]=[N:4][CH:5]=C(C)C=1.CON(C)[C:12](=[O:14])[CH3:13].[Li][CH2:17][CH2:18][CH2:19][CH3:20]. Product: [CH3:20][C:19]1[CH:18]=[C:17]([C:12](=[O:14])[CH3:13])[CH:5]=[N:4][CH:3]=1. The catalyst class is: 27. (5) Reactant: [Si]([O:8][C:9]1[CH:22]=[CH:21][C:12]([CH2:13][N:14]2[CH2:18][C@@H:17]([CH3:19])[O:16][C:15]2=[O:20])=[CH:11][CH:10]=1)(C(C)(C)C)(C)C.[F-].[K+].O.Cl. Product: [OH:8][C:9]1[CH:22]=[CH:21][C:12]([CH2:13][N:14]2[CH2:18][C@@H:17]([CH3:19])[O:16][C:15]2=[O:20])=[CH:11][CH:10]=1. The catalyst class is: 118. (6) Reactant: Cl[C:2]1[CH:7]=[C:6]([C:8]2[CH:13]=[CH:12][CH:11]=[C:10]([Cl:14])[C:9]=2[Cl:15])[N:5]=[C:4]([NH2:16])[N:3]=1.[C:17]12([NH2:27])[CH2:26][CH:21]3[CH2:22][CH:23]([CH2:25][CH:19]([CH2:20]3)[CH2:18]1)[CH2:24]2. Product: [C:17]12([NH:27][C:2]3[CH:7]=[C:6]([C:8]4[CH:13]=[CH:12][CH:11]=[C:10]([Cl:14])[C:9]=4[Cl:15])[N:5]=[C:4]([NH2:16])[N:3]=3)[CH2:24][CH:23]3[CH2:22][CH:21]([CH2:20][CH:19]([CH2:25]3)[CH2:18]1)[CH2:26]2. The catalyst class is: 5. (7) Reactant: [OH:1][C:2]1[C:16]2[C:11](=[CH:12][CH:13]=[C:14]([O:17][CH3:18])[CH:15]=2)[C:5]2([CH2:10][CH2:9][O:8][CH2:7][CH2:6]2)[C:4](=[O:19])[C:3]=1[C:20](OCC)=[O:21].Cl.[NH2:26][CH2:27][C:28]([O:30][C:31]([CH3:34])([CH3:33])[CH3:32])=[O:29].C(N(C(C)C)C(C)C)C. The catalyst class is: 12. Product: [OH:1][C:2]1[C:16]2[C:11](=[CH:12][CH:13]=[C:14]([O:17][CH3:18])[CH:15]=2)[C:5]2([CH2:10][CH2:9][O:8][CH2:7][CH2:6]2)[C:4](=[O:19])[C:3]=1[C:20]([NH:26][CH2:27][C:28]([O:30][C:31]([CH3:34])([CH3:33])[CH3:32])=[O:29])=[O:21]. (8) Reactant: [F:1][C:2]([F:7])([F:6])[C:3]([OH:5])=[O:4].C([N:27]1[CH:31]=[C:30]([CH2:32][CH2:33][CH2:34][NH2:35])[N:29]=[CH:28]1)(C1C=CC=CC=1)(C1C=CC=CC=1)C1C=CC=CC=1. Product: [F:1][C:2]([F:7])([F:6])[C:3]([OH:5])=[O:4].[F:1][C:2]([F:7])([F:6])[C:3]([OH:5])=[O:4].[NH:27]1[CH:31]=[C:30]([CH2:32][CH2:33][CH2:34][NH2:35])[N:29]=[CH:28]1. The catalyst class is: 781.